This data is from Reaction yield outcomes from USPTO patents with 853,638 reactions. The task is: Predict the reaction yield, written as a fraction of the theoretical maximum amount of product (1.0 means a 100% yield; for example, 0.34 means a 34% yield). (1) The reactants are [CH:1]1([CH2:6][CH:7]([C:11]2[CH:16]=[CH:15][C:14]([S:17]([CH3:20])(=[O:19])=[O:18])=[CH:13][CH:12]=2)[C:8]([OH:10])=O)[CH2:5][CH2:4][CH2:3][CH2:2]1.C(Cl)(=O)C(Cl)=O.Cl.[NH2:28][C:29]1[S:30][C:31]([Cl:34])=[CH:32][N:33]=1.C(N(CC)CC)C. The catalyst is CN(C)C=O.C(Cl)Cl. The product is [Cl:34][C:31]1[S:30][C:29]([NH:28][C:8](=[O:10])[CH:7]([C:11]2[CH:16]=[CH:15][C:14]([S:17]([CH3:20])(=[O:19])=[O:18])=[CH:13][CH:12]=2)[CH2:6][CH:1]2[CH2:2][CH2:3][CH2:4][CH2:5]2)=[N:33][CH:32]=1. The yield is 0.250. (2) The reactants are [CH:1]1([C@H:4]([C:18]2[CH:23]=[CH:22][CH:21]=[CH:20][CH:19]=2)[NH:5][C:6]([C:8]2[CH:9]=[C:10]3[C:14](=[CH:15][CH:16]=2)[NH:13][N:12]=[C:11]3I)=[O:7])[CH2:3][CH2:2]1.[O:24]1[CH2:29][CH2:28][N:27]([C:30]2[CH:35]=[CH:34][C:33](B3OC(C)(C)C(C)(C)O3)=[CH:32][CH:31]=2)[CH2:26][CH2:25]1.C([O-])([O-])=O.[Na+].[Na+]. The catalyst is C1(C)C=CC=CC=1.CCO. The product is [CH:1]1([C@H:4]([C:18]2[CH:23]=[CH:22][CH:21]=[CH:20][CH:19]=2)[NH:5][C:6]([C:8]2[CH:9]=[C:10]3[C:14](=[CH:15][CH:16]=2)[NH:13][N:12]=[C:11]3[C:33]2[CH:32]=[CH:31][C:30]([N:27]3[CH2:26][CH2:25][O:24][CH2:29][CH2:28]3)=[CH:35][CH:34]=2)=[O:7])[CH2:3][CH2:2]1. The yield is 0.280. (3) The reactants are [CH:1]1([Mg]Br)[CH2:3][CH2:2]1.Cl[C:7]1[N:12]=[N:11][CH:10]=[C:9]([C:13]([O:15][CH3:16])=[O:14])[CH:8]=1. The catalyst is [Cl-].[Cl-].[Zn+2].C1C=CC(P(C2C=CC=CC=2)[C-]2C=CC=C2)=CC=1.C1C=CC(P(C2C=CC=CC=2)[C-]2C=CC=C2)=CC=1.Cl[Pd]Cl.[Fe+2].C(Cl)Cl.[Zn]. The product is [CH:1]1([C:7]2[N:12]=[N:11][CH:10]=[C:9]([C:13]([O:15][CH3:16])=[O:14])[CH:8]=2)[CH2:3][CH2:2]1. The yield is 0.390. (4) The reactants are C([O-])(=[O:3])C.[NH4+].Cl[C:7]1[C:16]([C:17]#[N:18])=[C:15]([Cl:19])[C:14]2[C:9](=[CH:10][CH:11]=[C:12]([CH3:20])[CH:13]=2)[N:8]=1. The catalyst is C(O)(=O)C. The product is [Cl:19][C:15]1[C:14]2[C:9](=[CH:10][CH:11]=[C:12]([CH3:20])[CH:13]=2)[NH:8][C:7](=[O:3])[C:16]=1[C:17]#[N:18]. The yield is 0.690. (5) The reactants are [NH2:1][C:2]1[N:7]([CH2:8][CH2:9][CH3:10])[C:6](=[O:11])[N:5]([CH2:12][CH2:13][CH3:14])[C:4](=[O:15])[C:3]=1[NH:16][C:17](=O)[C:18]1[CH:23]=[CH:22][C:21]([O:24][CH2:25][CH:26]2[CH2:30][C:29](=[O:31])[N:28]([C:32]3[CH:37]=[CH:36][C:35]([F:38])=[CH:34][CH:33]=3)[CH2:27]2)=[CH:20][CH:19]=1.[OH-].[Na+]. The catalyst is CO. The product is [F:38][C:35]1[CH:36]=[CH:37][C:32]([N:28]2[C:29](=[O:31])[CH2:30][CH:26]([CH2:25][O:24][C:21]3[CH:22]=[CH:23][C:18]([C:17]4[NH:16][C:3]5[C:4](=[O:15])[N:5]([CH2:12][CH2:13][CH3:14])[C:6](=[O:11])[N:7]([CH2:8][CH2:9][CH3:10])[C:2]=5[N:1]=4)=[CH:19][CH:20]=3)[CH2:27]2)=[CH:33][CH:34]=1. The yield is 0.830.